This data is from Reaction yield outcomes from USPTO patents with 853,638 reactions. The task is: Predict the reaction yield, written as a fraction of the theoretical maximum amount of product (1.0 means a 100% yield; for example, 0.34 means a 34% yield). (1) The reactants are ClC1C=CC(NC(NC2C=CC=C(C3C=CC=C(N4CCCC4)N=3)C=2)=O)=C(C#CCCO)C=1.O.C1(C)C=CC(S(O)(=O)=O)=CC=1.[Cl:46][C:47]1[CH:52]=[CH:51][C:50]([NH:53][C:54]([NH:56][C:57]2[CH:62]=[CH:61][CH:60]=[C:59]([C:63]3[CH:68]=[CH:67][CH:66]=[C:65]([N:69]4[CH2:73][CH2:72][CH2:71][CH2:70]4)[N:64]=3)[CH:58]=2)=[O:55])=[CH:49][C:48]=1[C:74]#[C:75][CH2:76][CH2:77][O:78]C1CCCCO1. The catalyst is CO. The product is [Cl:46][C:47]1[CH:52]=[CH:51][C:50]([NH:53][C:54]([NH:56][C:57]2[CH:62]=[CH:61][CH:60]=[C:59]([C:63]3[CH:68]=[CH:67][CH:66]=[C:65]([N:69]4[CH2:70][CH2:71][CH2:72][CH2:73]4)[N:64]=3)[CH:58]=2)=[O:55])=[CH:49][C:48]=1[C:74]#[C:75][CH2:76][CH2:77][OH:78]. The yield is 0.710. (2) The reactants are [CH3:1][C:2]1[CH:7]=[C:6]([CH3:8])[CH:5]=[CH:4][C:3]=1[C:9]1[C:18]2[C:13](=[CH:14][CH:15]=[CH:16][CH:17]=2)[C:12](=[O:19])[N:11]([CH3:20])[C:10]=1[C:21](O)=O.S(Cl)([Cl:26])=O.[BH4-].[Na+]. The catalyst is CO. The product is [Cl:26][CH2:21][C:10]1[N:11]([CH3:20])[C:12](=[O:19])[C:13]2[C:18]([C:9]=1[C:3]1[CH:4]=[CH:5][C:6]([CH3:8])=[CH:7][C:2]=1[CH3:1])=[CH:17][CH:16]=[CH:15][CH:14]=2. The yield is 0.760. (3) The reactants are [CH3:1][N:2]([S:15]([C:18]1[CH:23]=[CH:22][CH:21]=[CH:20][C:19]=1[C:24]([F:27])([F:26])[F:25])(=[O:17])=[O:16])[C:3]1[CH:4]=[CH:5][CH:6]=[C:7]2[C:11]=1[NH:10][C:9]([C:12](O)=[O:13])=[CH:8]2.C[N:29](C)C=O.Cl.CN(C)CCCN=C=NCC. The catalyst is C(OCC)(=O)C. The product is [CH3:1][N:2]([S:15]([C:18]1[CH:23]=[CH:22][CH:21]=[CH:20][C:19]=1[C:24]([F:26])([F:27])[F:25])(=[O:16])=[O:17])[C:3]1[CH:4]=[CH:5][CH:6]=[C:7]2[C:11]=1[NH:10][C:9]([C:12]([NH2:29])=[O:13])=[CH:8]2. The yield is 0.980. (4) The reactants are [CH2:1]=[C:2]([C:10]([O:13]S(F)(=O)=O)([F:12])[F:11])[C:3]([C:6]([F:9])([F:8])[F:7])([F:5])[F:4].[F-:18].[K+].[F:20][C:21]([F:29])([F:28])[C:22]([C:24]([F:27])([F:26])[F:25])=O.COCCOCCOC. The catalyst is O. The product is [CH2:1]=[C:2]([C:10]([O:13][C:22]([C:24]([F:27])([F:26])[F:25])([C:21]([F:29])([F:28])[F:20])[F:18])([F:12])[F:11])[C:3]([C:6]([F:9])([F:8])[F:7])([F:5])[F:4]. The yield is 0.620. (5) The catalyst is C1COCC1. The reactants are [Br:1][C:2]1[CH:7]=[CH:6][C:5]([Cl:8])=[CH:4][C:3]=1[N+:9]([O-])=O.[CH:12]([Mg]Br)=[CH2:13]. The yield is 0.490. The product is [Br:1][C:2]1[CH:7]=[CH:6][C:5]([Cl:8])=[C:4]2[C:3]=1[NH:9][CH:13]=[CH:12]2. (6) The reactants are [Cl:1][C:2]1[CH:10]=[CH:9][C:5]([C:6]([OH:8])=[O:7])=[CH:4][N:3]=1.[C:11]1([CH3:19])[CH:16]=[CH:15][CH:14]=[CH:13][C:12]=1[Mg]Cl.C(O)(=O)C. The catalyst is C1COCC1.O.O.C([O-])(=O)C.[Mn+3].C([O-])(=O)C.C([O-])(=O)C. The product is [Cl:1][C:2]1[CH:10]=[C:9]([C:12]2[CH:13]=[CH:14][CH:15]=[CH:16][C:11]=2[CH3:19])[C:5]([C:6]([OH:8])=[O:7])=[CH:4][N:3]=1. The yield is 0.510.